This data is from Full USPTO retrosynthesis dataset with 1.9M reactions from patents (1976-2016). The task is: Predict the reactants needed to synthesize the given product. (1) Given the product [C:13](=[C:9]([CH:7]([CH2:6][OH:5])[OH:8])[OH:10])([CH3:14])[CH3:12], predict the reactants needed to synthesize it. The reactants are: [OH-].[Na+].CC1(C)[O:8][CH:7]([CH2:9][OH:10])[CH2:6][O:5]1.[CH2:12](OCC=C)[CH:13]1O[CH2:14]1. (2) Given the product [Cl:6][C:7]1[CH:12]=[C:11]([NH2:13])[CH:10]=[CH:9][C:8]=1[S:16][C:17]1[N:18]([CH3:22])[CH:19]=[CH:20][N:21]=1, predict the reactants needed to synthesize it. The reactants are: O.O.Cl[Sn]Cl.[Cl:6][C:7]1[CH:12]=[C:11]([N+:13]([O-])=O)[CH:10]=[CH:9][C:8]=1[S:16][C:17]1[N:18]([CH3:22])[CH:19]=[CH:20][N:21]=1.Cl. (3) Given the product [Cl:23][C:24]1[CH:31]=[CH:30][C:27]([CH2:28][O:1][C:2]2[CH:11]=[C:10]3[C:5]([CH:6]=[C:7]([C:12]([O:14][CH2:15][CH3:16])=[O:13])[CH:8]=[N:9]3)=[CH:4][CH:3]=2)=[CH:26][CH:25]=1, predict the reactants needed to synthesize it. The reactants are: [OH:1][C:2]1[CH:11]=[C:10]2[C:5]([CH:6]=[C:7]([C:12]([O:14][CH2:15][CH3:16])=[O:13])[CH:8]=[N:9]2)=[CH:4][CH:3]=1.C([O-])([O-])=O.[Cs+].[Cs+].[Cl:23][C:24]1[CH:31]=[CH:30][C:27]([CH2:28]Cl)=[CH:26][CH:25]=1.